Dataset: Catalyst prediction with 721,799 reactions and 888 catalyst types from USPTO. Task: Predict which catalyst facilitates the given reaction. Reactant: [Cl:1][C:2]1[CH:7]=[CH:6][C:5]([CH:8]([N:37]2[CH2:40][CH:39]([N:41]([CH3:43])[CH3:42])[CH2:38]2)[C:9]2[CH:10]=[C:11]([C:27]3[CH:32]=[CH:31][N:30]=[C:29]([NH:33][C:34](=[O:36])[CH3:35])[CH:28]=3)[S:12][C:13]=2[C:14]2[N:18]=[CH:17][N:16](COCC[Si](C)(C)C)[N:15]=2)=[CH:4][CH:3]=1.FC(F)(F)C(O)=O. Product: [Cl:1][C:2]1[CH:3]=[CH:4][C:5]([CH:8]([N:37]2[CH2:38][CH:39]([N:41]([CH3:42])[CH3:43])[CH2:40]2)[C:9]2[CH:10]=[C:11]([C:27]3[CH:32]=[CH:31][N:30]=[C:29]([NH:33][C:34](=[O:36])[CH3:35])[CH:28]=3)[S:12][C:13]=2[C:14]2[NH:18][CH:17]=[N:16][N:15]=2)=[CH:6][CH:7]=1. The catalyst class is: 4.